Dataset: Full USPTO retrosynthesis dataset with 1.9M reactions from patents (1976-2016). Task: Predict the reactants needed to synthesize the given product. (1) Given the product [NH2:20][C:17]1[C:12]([C:13]([NH:15][CH3:16])=[O:14])=[CH:11][C:10]([N:4]2[CH:5]3[CH2:6][CH2:7][N:1]([CH2:9][CH2:8]3)[CH2:2][CH2:3]2)=[N:19][CH:18]=1, predict the reactants needed to synthesize it. The reactants are: [N:1]12[CH2:9][CH2:8][CH:5]([CH2:6][CH2:7]1)[N:4]([C:10]1[CH:11]=[C:12]([C:17]([N+:20]([O-])=O)=[CH:18][N:19]=1)[C:13]([NH:15][CH3:16])=[O:14])[CH2:3][CH2:2]2.[H][H]. (2) Given the product [Cl:5][C:6]1[CH:14]=[C:13]([Cl:15])[C:12]([N+:1]([O-:4])=[O:2])=[CH:11][C:7]=1[C:8]([OH:10])=[O:9], predict the reactants needed to synthesize it. The reactants are: [N+:1]([O-:4])(O)=[O:2].[Cl:5][C:6]1[CH:14]=[C:13]([Cl:15])[CH:12]=[CH:11][C:7]=1[C:8]([OH:10])=[O:9].